Task: Regression. Given two drug SMILES strings and cell line genomic features, predict the synergy score measuring deviation from expected non-interaction effect.. Dataset: NCI-60 drug combinations with 297,098 pairs across 59 cell lines Drug 1: C1=C(C(=O)NC(=O)N1)F. Drug 2: CS(=O)(=O)CCNCC1=CC=C(O1)C2=CC3=C(C=C2)N=CN=C3NC4=CC(=C(C=C4)OCC5=CC(=CC=C5)F)Cl. Cell line: NCI-H322M. Synergy scores: CSS=48.7, Synergy_ZIP=5.45, Synergy_Bliss=5.75, Synergy_Loewe=7.30, Synergy_HSA=9.83.